This data is from Catalyst prediction with 721,799 reactions and 888 catalyst types from USPTO. The task is: Predict which catalyst facilitates the given reaction. (1) Reactant: [NH2:1][C:2]1[C:6]([CH3:7])=[CH:5][S:4][C:3]=1[C:8]([O:10]C)=O.[NH2:12][C:13](N)=[O:14]. Product: [CH3:7][C:6]1[C:2]2[NH:1][C:13](=[O:14])[NH:12][C:8](=[O:10])[C:3]=2[S:4][CH:5]=1. The catalyst class is: 3. (2) Reactant: [CH3:1][N:2]([CH3:7])[CH2:3][C:4](O)=[O:5].CCN(CC)CC.[Cl-].[NH2:16][C:17]([C:19]1[C:27]2[C:23](=[CH:24][N:25]([C:28]3[CH:33]=[CH:32][C:31]([NH3+:34])=[CH:30][CH:29]=3)[N:26]=2)[CH:22]=[CH:21][CH:20]=1)=[O:18].C([O-])(O)=O.[Na+]. Product: [CH3:1][N:2]([CH3:7])[CH2:3][C:4]([NH:34][C:31]1[CH:30]=[CH:29][C:28]([N:25]2[CH:24]=[C:23]3[C:27]([C:19]([C:17]([NH2:16])=[O:18])=[CH:20][CH:21]=[CH:22]3)=[N:26]2)=[CH:33][CH:32]=1)=[O:5]. The catalyst class is: 31. (3) Reactant: Cl.[NH2:2][OH:3].[OH-].[K+].[CH3:6][C:7]1[CH:29]=[CH:28][CH:27]=[C:26]([CH3:30])[C:8]=1[CH2:9][O:10][C:11]1[CH:12]=[C:13]([C:17](=[O:25])[CH2:18][CH2:19][C:20](OCC)=O)[CH:14]=[CH:15][CH:16]=1.Cl.[CH2:32]([OH:34])C. Product: [CH3:30][C:26]1[CH:27]=[CH:28][CH:29]=[C:7]([CH3:6])[C:8]=1[CH2:9][O:10][C:11]1[CH:12]=[C:13]([C:17](=[O:25])[CH2:18][CH2:19][CH2:20][C:32]([NH:2][OH:3])=[O:34])[CH:14]=[CH:15][CH:16]=1. The catalyst class is: 6. (4) Reactant: [NH2:1][C:2](=[N:8][OH:9])[C:3]([O:5][CH2:6][CH3:7])=[O:4].[O:10]1[CH:14]=[CH:13][C:12]([C:15](O)=O)=[N:11]1.C(N=C=NC(C)C)(C)C. Product: [O:10]1[CH:14]=[CH:13][C:12]([C:15]2[O:9][N:8]=[C:2]([C:3]([O:5][CH2:6][CH3:7])=[O:4])[N:1]=2)=[N:11]1. The catalyst class is: 2. (5) Reactant: C[O:2][C:3]([C:5]([CH3:52])([CH3:51])[CH2:6][O:7][C:8]([N:10]1[C:19]2[C:14](=[N:15][C:16]([O:20][CH3:21])=[CH:17][CH:18]=2)[C@@H:13]([NH:22][C:23]2[N:28]=[C:27]([CH2:29][C:30]3[CH:35]=[C:34]([C:36]([F:39])([F:38])[F:37])[CH:33]=[C:32]([C:40]([F:43])([F:42])[F:41])[CH:31]=3)[C:26]([O:44][CH2:45][CH2:46][O:47][CH3:48])=[CH:25][N:24]=2)[CH2:12][C@H:11]1[CH2:49][CH3:50])=[O:9])=[O:4].[OH-].[Na+].C(O)(=O)CC(CC(O)=O)(C(O)=O)O. Product: [C:3]([C:5]([CH3:51])([CH3:52])[CH2:6][O:7][C:8]([N:10]1[C:19]2[C:14](=[N:15][C:16]([O:20][CH3:21])=[CH:17][CH:18]=2)[C@@H:13]([NH:22][C:23]2[N:28]=[C:27]([CH2:29][C:30]3[CH:35]=[C:34]([C:36]([F:37])([F:39])[F:38])[CH:33]=[C:32]([C:40]([F:41])([F:42])[F:43])[CH:31]=3)[C:26]([O:44][CH2:45][CH2:46][O:47][CH3:48])=[CH:25][N:24]=2)[CH2:12][C@H:11]1[CH2:49][CH3:50])=[O:9])([OH:4])=[O:2]. The catalyst class is: 8.